This data is from M1 muscarinic receptor antagonist screen with 61,756 compounds. The task is: Binary Classification. Given a drug SMILES string, predict its activity (active/inactive) in a high-throughput screening assay against a specified biological target. The compound is O(c1nc(nc(c2ccccc2)c1)N)CC. The result is 0 (inactive).